This data is from Reaction yield outcomes from USPTO patents with 853,638 reactions. The task is: Predict the reaction yield, written as a fraction of the theoretical maximum amount of product (1.0 means a 100% yield; for example, 0.34 means a 34% yield). The product is [F:24][C:19]1[CH:20]=[CH:21][CH:22]=[CH:23][C:18]=1[CH2:17][CH:14]1[CH2:13][CH2:12][CH:11]([CH2:9][OH:8])[CH2:16][CH2:15]1. The yield is 0.730. The catalyst is O1CCCC1. The reactants are [H-].[Al+3].[Li+].[H-].[H-].[H-].C[O:8][C:9]([CH:11]1[CH2:16][CH2:15][CH:14]([CH2:17][C:18]2[CH:23]=[CH:22][CH:21]=[CH:20][C:19]=2[F:24])[CH2:13][CH2:12]1)=O.